Predict the product of the given reaction. From a dataset of Forward reaction prediction with 1.9M reactions from USPTO patents (1976-2016). (1) The product is: [Br:33][CH2:20][C:17]1[CH:18]=[CH:19][C:14]([C@H:6]([CH:1]2[CH2:5][CH2:4][CH2:3][CH2:2]2)[C:7]([O:9][C:10]([CH3:12])([CH3:11])[CH3:13])=[O:8])=[CH:15][CH:16]=1. Given the reactants [CH:1]1([C@@H:6]([C:14]2[CH:19]=[CH:18][C:17]([CH3:20])=[CH:16][CH:15]=2)[C:7]([O:9][C:10]([CH3:13])([CH3:12])[CH3:11])=[O:8])[CH2:5][CH2:4][CH2:3][CH2:2]1.N(C(C)(C)C#N)=NC(C)(C)C#N.[Br:33]N1C(=O)CCC1=O, predict the reaction product. (2) Given the reactants [CH2:1]([Li])CCC.CCCCCC.[CH3:12][N:13]([CH3:27])[C:14]1([C:21]2[CH:26]=[CH:25][CH:24]=[CH:23][CH:22]=2)[CH2:19][CH2:18][C:17](=[O:20])[CH2:16][CH2:15]1.Br[CH2:29][C:30]([O:32][CH3:33])=[O:31].[OH-].[Na+], predict the reaction product. The product is: [C:30]([O:32][CH2:33][CH:18]1[CH2:19][C:14]([N:13]([CH3:27])[CH3:12])([C:21]2[CH:22]=[CH:23][CH:24]=[CH:25][CH:26]=2)[CH2:15][CH2:16][C:17]1=[O:20])(=[O:31])[CH:29]=[CH2:1]. (3) The product is: [F:13][C:14]1[CH:15]=[CH:16][C:17]([CH2:18][NH:19][C:20]([NH:1][C:2]2[CH:11]=[C:10]3[C:5]([C:6](=[O:12])[NH:7][CH:8]=[N:9]3)=[CH:4][CH:3]=2)=[O:21])=[CH:22][CH:23]=1. Given the reactants [NH2:1][C:2]1[CH:11]=[C:10]2[C:5]([C:6](=[O:12])[NH:7][CH:8]=[N:9]2)=[CH:4][CH:3]=1.[F:13][C:14]1[CH:23]=[CH:22][C:17]([CH2:18][N:19]=[C:20]=[O:21])=[CH:16][CH:15]=1, predict the reaction product. (4) Given the reactants [CH:1]([NH:4][C:5]([CH2:7][NH:8][C:9](=[O:27])[C:10]1[CH:15]=[C:14]([N:16]2[CH2:22][CH2:21][CH2:20][NH:19][CH:18]([CH3:23])[CH2:17]2)[CH:13]=[CH:12][C:11]=1[N+:24]([O-:26])=[O:25])=[O:6])([CH3:3])[CH3:2].[C:28]([O:32][C:33](O[C:33]([O:32][C:28]([CH3:31])([CH3:30])[CH3:29])=[O:34])=[O:34])([CH3:31])([CH3:30])[CH3:29], predict the reaction product. The product is: [C:28]([O:32][C:33]([N:19]1[CH2:20][CH2:21][CH2:22][N:16]([C:14]2[CH:13]=[CH:12][C:11]([N+:24]([O-:26])=[O:25])=[C:10]([C:9](=[O:27])[NH:8][CH2:7][C:5](=[O:6])[NH:4][CH:1]([CH3:2])[CH3:3])[CH:15]=2)[CH2:17][CH:18]1[CH3:23])=[O:34])([CH3:31])([CH3:30])[CH3:29]. (5) Given the reactants F[C:2]1[CH:9]=[CH:8][CH:7]=[CH:6][C:3]=1[CH:4]=[O:5].C(=O)([O-])[O-].[K+].[K+].[C:16]1([SH:22])[CH:21]=[CH:20][CH:19]=[CH:18][CH:17]=1, predict the reaction product. The product is: [C:16]1([S:22][C:2]2[CH:9]=[CH:8][CH:7]=[CH:6][C:3]=2[CH:4]=[O:5])[CH:21]=[CH:20][CH:19]=[CH:18][CH:17]=1. (6) Given the reactants [C:1]([OH:4])(=[S:3])[CH3:2].C([O-])([O-])=O.[Cs+].[Cs+].CS(O[CH2:16][CH2:17][C:18]1[CH:23]=[CH:22][C:21]([O:24][S:25]([CH3:28])(=[O:27])=[O:26])=[CH:20][CH:19]=1)(=O)=O.CCOC(C)=O, predict the reaction product. The product is: [CH3:28][S:25]([O:24][C:21]1[CH:22]=[CH:23][C:18]([CH2:17][CH2:16][S:3][C:1](=[O:4])[CH3:2])=[CH:19][CH:20]=1)(=[O:27])=[O:26].